Dataset: Forward reaction prediction with 1.9M reactions from USPTO patents (1976-2016). Task: Predict the product of the given reaction. (1) Given the reactants [Cl:1][CH:2]([CH3:28])[CH:3]([NH:15][C:16]([CH:18]1[CH2:24][CH:23]=[C:22]([CH2:25][CH2:26][CH3:27])[CH2:21][CH2:20][NH:19]1)=[O:17])[CH:4]1[CH:9]([OH:10])[CH:8]([OH:11])[CH:7]([OH:12])[CH:6]([S:13][CH3:14])[O:5]1, predict the reaction product. The product is: [Cl:1][CH:2]([CH3:28])[CH:3]([NH:15][C:16]([CH:18]1[CH2:24][CH2:23][CH:22]([CH2:25][CH2:26][CH3:27])[CH2:21][CH2:20][NH:19]1)=[O:17])[CH:4]1[CH:9]([OH:10])[CH:8]([OH:11])[CH:7]([OH:12])[CH:6]([S:13][CH3:14])[O:5]1. (2) Given the reactants [CH3:1][C:2]1[N:6](C2CCCCO2)[N:5]=[C:4]([C:13]([F:16])([F:15])[F:14])[C:3]=1[C:17]1[CH:22]=[CH:21][C:20]([CH2:23][C:24]#[N:25])=[CH:19][CH:18]=1.Cl, predict the reaction product. The product is: [CH3:1][C:2]1[NH:6][N:5]=[C:4]([C:13]([F:16])([F:15])[F:14])[C:3]=1[C:17]1[CH:22]=[CH:21][C:20]([CH2:23][C:24]#[N:25])=[CH:19][CH:18]=1. (3) Given the reactants P(Cl)(Cl)([Cl:3])=O.[CH2:6]([C:8]1[C:13]([C:14]([O:16][CH3:17])=[O:15])=[CH:12][C:11]([C:18]([O:20][CH3:21])=[O:19])=[C:10](O)[N:9]=1)[CH3:7].C(=O)(O)[O-].[Na+], predict the reaction product. The product is: [Cl:3][C:10]1[C:11]([C:18]([O:20][CH3:21])=[O:19])=[CH:12][C:13]([C:14]([O:16][CH3:17])=[O:15])=[C:8]([CH2:6][CH3:7])[N:9]=1. (4) Given the reactants FC(F)(F)S(O[C:7]1[C:12]([C:13]2[NH:14][C:15]3[C:20]([CH:21]=2)=[C:19]([F:22])[CH:18]=[CH:17][CH:16]=3)=[CH:11][C:10]([Br:23])=[CH:9][N:8]=1)(=O)=O.[CH2:26]([Sn](CCCC)(CCCC)C=C)[CH2:27]CC.[Li+].[Cl-].CC(=O)OCC, predict the reaction product. The product is: [Br:23][C:10]1[CH:11]=[C:12]([C:13]2[NH:14][C:15]3[C:20]([CH:21]=2)=[C:19]([F:22])[CH:18]=[CH:17][CH:16]=3)[C:7]([CH:26]=[CH2:27])=[N:8][CH:9]=1. (5) Given the reactants [ClH:1].[NH2:2][C:3]1[CH:8]=[CH:7][CH:6]=[CH:5][C:4]=1[NH:9][C:10]([C:12]1[NH:13][N:14]=[C:15]2[C:20]=1[CH2:19][CH2:18][N:17](C(OC(C)(C)C)=O)[CH2:16]2)=O, predict the reaction product. The product is: [ClH:1].[NH:2]1[C:3]2[CH:8]=[CH:7][CH:6]=[CH:5][C:4]=2[N:9]=[C:10]1[C:12]1[NH:13][N:14]=[C:15]2[C:20]=1[CH2:19][CH2:18][NH:17][CH2:16]2. (6) Given the reactants [Cl:1][C:2]1[CH:7]=[CH:6][C:5]([S:8](Cl)(=[O:10])=[O:9])=[CH:4][CH:3]=1.N1C=CC=CC=1.[NH2:18][CH:19]([CH2:22][CH3:23])[CH2:20][CH3:21].O, predict the reaction product. The product is: [Cl:1][C:2]1[CH:7]=[CH:6][C:5]([S:8]([NH:18][CH:19]([CH2:22][CH3:23])[CH2:20][CH3:21])(=[O:10])=[O:9])=[CH:4][CH:3]=1. (7) Given the reactants [CH3:1][C:2]1[CH:7]=[C:6]([CH3:8])[CH:5]=[CH:4][C:3]=1[N:9]1[CH2:14][CH2:13][NH:12][CH2:11][CH2:10]1.[C:15]1([C:23]2[CH:28]=[CH:27][CH:26]=[CH:25][CH:24]=2)[CH:20]=[CH:19][CH:18]=[C:17]([CH:21]=O)[CH:16]=1.[BH-](OC(C)=O)(OC(C)=O)OC(C)=O.[Na+].C1(C2C=CC=CC=2)C=CC=CC=1CN1CCN(C2C=CC=CC=2)CC1, predict the reaction product. The product is: [C:15]1([C:23]2[CH:24]=[CH:25][CH:26]=[CH:27][CH:28]=2)[CH:20]=[CH:19][CH:18]=[C:17]([CH2:21][N:12]2[CH2:11][CH2:10][N:9]([C:3]3[CH:4]=[CH:5][C:6]([CH3:8])=[CH:7][C:2]=3[CH3:1])[CH2:14][CH2:13]2)[CH:16]=1.